From a dataset of Forward reaction prediction with 1.9M reactions from USPTO patents (1976-2016). Predict the product of the given reaction. (1) Given the reactants [CH2:1]([N:3]1[C:7]2=[N:8][C:9]([CH2:49][CH3:50])=[C:10]([CH2:19][NH:20][C:21]([C:23]3[CH:28]=[C:27]([CH3:29])[CH:26]=[C:25]([C:30]([NH:32][CH2:33][C:34]4[CH:35]=[C:36]([C:41]5[CH:46]=[CH:45][CH:44]=[C:43]([CH:47]=O)[CH:42]=5)[C:37]([F:40])=[CH:38][CH:39]=4)=[O:31])[CH:24]=3)=[O:22])[C:11]([NH:12][CH:13]3[CH2:18][CH2:17][O:16][CH2:15][CH2:14]3)=[C:6]2[CH:5]=[N:4]1)[CH3:2].[CH3:51][N:52]1[CH2:57][CH2:56][NH:55][CH2:54][CH2:53]1.C(O)(=O)C.C(O[BH-](OC(=O)C)OC(=O)C)(=O)C, predict the reaction product. The product is: [CH2:1]([N:3]1[C:7]2=[N:8][C:9]([CH2:49][CH3:50])=[C:10]([CH2:19][NH:20][C:21]([C:23]3[CH:28]=[C:27]([CH3:29])[CH:26]=[C:25]([C:30]([NH:32][CH2:33][C:34]4[CH:35]=[C:36]([C:41]5[CH:46]=[CH:45][CH:44]=[C:43]([CH2:47][N:55]6[CH2:56][CH2:57][N:52]([CH3:51])[CH2:53][CH2:54]6)[CH:42]=5)[C:37]([F:40])=[CH:38][CH:39]=4)=[O:31])[CH:24]=3)=[O:22])[C:11]([NH:12][CH:13]3[CH2:18][CH2:17][O:16][CH2:15][CH2:14]3)=[C:6]2[CH:5]=[N:4]1)[CH3:2]. (2) Given the reactants [NH2:1][CH2:2][CH2:3][CH2:4][CH2:5][C@H:6]([NH:17][C:18](=[O:33])[C:19]1[CH:24]=[CH:23][C:22]([C:25]([N:27]2[CH2:31][CH2:30][CH2:29][CH2:28]2)=[O:26])=[C:21]([CH3:32])[CH:20]=1)[C:7]1[NH:11][C:10]2[CH:12]=[CH:13][C:14]([Cl:16])=[CH:15][C:9]=2[N:8]=1.C(N(C(C)C)CC)(C)C.[C:43](O)(=[O:50])[C:44]1[CH:49]=[CH:48][CH:47]=[N:46][CH:45]=1, predict the reaction product. The product is: [Cl:16][C:14]1[CH:13]=[CH:12][C:10]2[NH:11][C:7]([C@@H:6]([NH:17][C:18](=[O:33])[C:19]3[CH:24]=[CH:23][C:22]([C:25]([N:27]4[CH2:28][CH2:29][CH2:30][CH2:31]4)=[O:26])=[C:21]([CH3:32])[CH:20]=3)[CH2:5][CH2:4][CH2:3][CH2:2][NH:1][C:43]([C:44]3[CH:45]=[N:46][CH:47]=[CH:48][CH:49]=3)=[O:50])=[N:8][C:9]=2[CH:15]=1. (3) Given the reactants [C:1](=[O:26])([O:7][C:8]1[N:12]([C:13]2[CH:18]=[CH:17][CH:16]=[CH:15][N:14]=2)[N:11]=[C:10]([C:19]2[CH:24]=[CH:23][CH:22]=[C:21](I)[CH:20]=2)[CH:9]=1)[O:2][C:3]([CH3:6])([CH3:5])[CH3:4].[CH2:27]([O:34][C:35]1[CH:40]=[CH:39][C:38](B(O)O)=[CH:37][CH:36]=1)[C:28]1[CH:33]=[CH:32][CH:31]=[CH:30][CH:29]=1.C1(B(O)O)C=CC=CC=1, predict the reaction product. The product is: [C:1](=[O:26])([O:2][C:3]([CH3:6])([CH3:5])[CH3:4])[O:7][C:8]1[N:12]([C:13]2[CH:18]=[CH:17][CH:16]=[CH:15][N:14]=2)[N:11]=[C:10]([C:19]2[CH:20]=[C:21]([C:38]3[CH:39]=[CH:40][C:35]([O:34][CH2:27][C:28]4[CH:33]=[CH:32][CH:31]=[CH:30][CH:29]=4)=[CH:36][CH:37]=3)[CH:22]=[CH:23][CH:24]=2)[CH:9]=1. (4) Given the reactants [Br:1][C:2]1[CH:7]=[CH:6][N:5]2[C:8](=[O:14])[N:9]([CH2:11][O:12][CH3:13])[N:10]=[C:4]2[C:3]=1I.[Cl:16][C:17]1[CH:22]=[CH:21][C:20](B(O)O)=[CH:19][CH:18]=1.C([O-])([O-])=O.[K+].[K+], predict the reaction product. The product is: [Br:1][C:2]1[CH:7]=[CH:6][N:5]2[C:8](=[O:14])[N:9]([CH2:11][O:12][CH3:13])[N:10]=[C:4]2[C:3]=1[C:20]1[CH:21]=[CH:22][C:17]([Cl:16])=[CH:18][CH:19]=1. (5) The product is: [O:42]1[CH2:1][CH2:7][C@@H:8]([CH2:9][NH:10][C:29]([C:26]2[N:27]=[N:28][C:23]([NH:22][C:20]([N:12]3[CH2:11][C:19]4[C:14](=[CH:15][CH:16]=[CH:17][CH:18]=4)[CH2:13]3)=[O:21])=[CH:24][CH:25]=2)=[O:31])[CH2:41]1. Given the reactants [C:1]1([CH2:7][CH2:8][CH2:9][NH2:10])C=CC=CC=1.[CH2:11]1[C:19]2[C:14](=[CH:15][CH:16]=[CH:17][CH:18]=2)[CH2:13][N:12]1[C:20]([NH:22][C:23]1[N:28]=[N:27][C:26]([C:29]([OH:31])=O)=[CH:25][CH:24]=1)=[O:21].C1C2C(=CC=CC=2)CN1[C:41](NC1C=CC(C(O)=O)=CC=1)=[O:42], predict the reaction product. (6) The product is: [C:1]1([C:15]2[CH:20]=[CH:19][CH:18]=[CH:17][CH:16]=2)[CH:6]=[CH:5][CH:4]=[C:3]([CH:7]([CH2:11][CH:12]([CH3:14])[CH3:13])[C:8]([NH:21][CH2:22][CH2:23][CH2:24][CH2:25][NH:26][S:27]([C:30]2[CH:35]=[CH:34][C:33]([Cl:36])=[CH:32][C:31]=2[Cl:37])(=[O:29])=[O:28])=[O:10])[CH:2]=1. Given the reactants [C:1]1([C:15]2[CH:20]=[CH:19][CH:18]=[CH:17][CH:16]=2)[CH:6]=[CH:5][CH:4]=[C:3]([CH:7]([CH2:11][CH:12]([CH3:14])[CH3:13])[C:8]([OH:10])=O)[CH:2]=1.[NH2:21][CH2:22][CH2:23][CH2:24][CH2:25][NH:26][S:27]([C:30]1[CH:35]=[CH:34][C:33]([Cl:36])=[CH:32][C:31]=1[Cl:37])(=[O:29])=[O:28].CN1CCOCC1.CCN=C=NCCCN(C)C.Cl, predict the reaction product. (7) Given the reactants [CH3:1][O:2][C:3]1[CH:4]=[C:5]([C:11]2[C@@H:20]3[C@@H:15]([CH2:16][CH2:17][CH2:18][CH2:19]3)[C:14](=[O:21])[N:13]([CH:22]3[CH2:27][CH2:26][N:25]([C:28](=[O:45])[C@@H:29]([NH:37]C(=O)OC(C)(C)C)[CH2:30][C:31]4[CH:32]=[N:33][CH:34]=[CH:35][CH:36]=4)[CH2:24][CH2:23]3)[N:12]=2)[CH:6]=[CH:7][C:8]=1[O:9][CH3:10].Cl.[OH-].[Na+], predict the reaction product. The product is: [NH2:37][C@@H:29]([CH2:30][C:31]1[CH:32]=[N:33][CH:34]=[CH:35][CH:36]=1)[C:28]([N:25]1[CH2:24][CH2:23][CH:22]([N:13]2[N:12]=[C:11]([C:5]3[CH:6]=[CH:7][C:8]([O:9][CH3:10])=[C:3]([O:2][CH3:1])[CH:4]=3)[C@@H:20]3[C@@H:15]([CH2:16][CH2:17][CH2:18][CH2:19]3)[C:14]2=[O:21])[CH2:27][CH2:26]1)=[O:45]. (8) Given the reactants Cl.[CH2:2]([NH:9][C:10](=[NH:15])[C:11]([CH3:14])([CH3:13])[CH3:12])[C:3]1[CH:8]=[CH:7][CH:6]=[CH:5][CH:4]=1.C(=O)([O-])[O-].[K+].[K+].C(Cl)Cl.Br/[C:26](=[CH:29]/OC1CCCCC1)/[CH:27]=[O:28], predict the reaction product. The product is: [CH2:2]([N:9]1[C:26]([CH:27]=[O:28])=[CH:29][N:15]=[C:10]1[C:11]([CH3:12])([CH3:14])[CH3:13])[C:3]1[CH:8]=[CH:7][CH:6]=[CH:5][CH:4]=1.